This data is from Catalyst prediction with 721,799 reactions and 888 catalyst types from USPTO. The task is: Predict which catalyst facilitates the given reaction. (1) Reactant: [OH:1][C:2]1[CH:6]([CH2:7][CH2:8][CH2:9][C:10]2[CH:15]=[CH:14][CH:13]=[CH:12][CH:11]=2)[O:5][C:4](=[O:16])[CH:3]=1.CCN(CC)CC.C(Cl)CCl.[CH:28]1([C:34](O)=[O:35])[CH2:33][CH2:32][CH2:31][CH2:30][CH2:29]1.Cl.[Na+].[Cl-]. Product: [CH2:31]1[CH2:32][CH2:33][CH:28]([C:34]([C:3]2[C:4](=[O:16])[O:5][CH:6]([CH2:7][CH2:8][CH2:9][C:10]3[CH:15]=[CH:14][CH:13]=[CH:12][CH:11]=3)[C:2]=2[OH:1])=[O:35])[CH2:29][CH2:30]1. The catalyst class is: 251. (2) Reactant: Br[C:2]1[CH:3]=[C:4]([CH:8]=[CH:9][C:10]=1[O:11][CH3:12])[C:5]([OH:7])=[O:6].[CH3:13][S:14]([O-:16])=[O:15].[Na+].CNCCNC. Product: [CH3:12][O:11][C:10]1[CH:9]=[CH:8][C:4]([C:5]([OH:7])=[O:6])=[CH:3][C:2]=1[S:14]([CH3:13])(=[O:16])=[O:15]. The catalyst class is: 16.